Dataset: Peptide-MHC class I binding affinity with 185,985 pairs from IEDB/IMGT. Task: Regression. Given a peptide amino acid sequence and an MHC pseudo amino acid sequence, predict their binding affinity value. This is MHC class I binding data. (1) The peptide sequence is SAYLISIFMH. The MHC is HLA-A68:01 with pseudo-sequence HLA-A68:01. The binding affinity (normalized) is 0. (2) The peptide sequence is FIFSALDEK. The MHC is HLA-A11:01 with pseudo-sequence HLA-A11:01. The binding affinity (normalized) is 0.614. (3) The peptide sequence is YTVNYPNL. The MHC is H-2-Db with pseudo-sequence H-2-Db. The binding affinity (normalized) is 0.0000528. (4) The peptide sequence is LRDLLLIVTR. The MHC is Mamu-B17 with pseudo-sequence Mamu-B17. The binding affinity (normalized) is 0.138.